The task is: Binary Classification. Given a miRNA mature sequence and a target amino acid sequence, predict their likelihood of interaction.. This data is from Experimentally validated miRNA-target interactions with 360,000+ pairs, plus equal number of negative samples. (1) The miRNA is hsa-miR-6719-3p with sequence UCUGACAUCAGUGAUUCUCCUG. The protein sequence of the target gene is MEKYVAAMVLSAAGDALGYYNGKWEFLQDGEKIHRQLAQLGGLDALDVGRWRVSDDTVMHLATAEALVEAGKAPKLTQLYYLLAKHYQDCMEDMDGRAPGGASVHNAMQLKPGKPNGWRIPFNSHEGGCGAAMRAMCIGLRFPHHSQLDTLIQVSIESGRMTHHHPTGYLGALASALFTAYAVNSRPPLQWGKGLMELLPEAKKYIVQSGYFVEENLQHWSYFQTKWENYLKLRGILDGESAPTFPESFGVKERDQFYTSLSYSGWGGSSGHDAPMIAYDAVLAAGDSWKELAHRAFFHG.... Result: 1 (interaction). (2) The miRNA is hsa-miR-3678-3p with sequence CUGCAGAGUUUGUACGGACCGG. The protein sequence of the target gene is MKRHRPVSSSDSSDESPSTSFTSGSMYRIKSKIPNEHKKPAEVFRKDLISAMKLPDSHHINPDSYYLFADTWKEEWEKGVQVPASPDTVPQPSLRIIAEKVKDVLFIRPRKYIHCSSPDTTEPGYINIMELAASVCRYDLDDMDIFWLQELNEDLAEMGCGPVDENLMEKTVEVLERHCHENMNHAIETEEGLGIEYDEDVICDVCRSPDSEEGNDMVFCDKCNVCVHQACYGILKVPEGSWLCRSCVLGIYPQCVLCPKKGGALKTTKTGTKWAHVSCALWIPEVSIACPERMEPITKI.... Result: 0 (no interaction).